From a dataset of Forward reaction prediction with 1.9M reactions from USPTO patents (1976-2016). Predict the product of the given reaction. (1) Given the reactants [ClH:1].[CH:2]1[C:11]2[C:6](=[CH:7][CH:8]=[CH:9][CH:10]=2)[CH:5]=[C:4]([C:12]2[CH:17]=[CH:16][C:15]([OH:18])=[CH:14][CH:13]=2)[N:3]=1, predict the reaction product. The product is: [ClH:1].[CH:2]1[C:11]2[C:6](=[CH:7][CH:8]=[CH:9][CH:10]=2)[CH:5]=[C:4]([C:12]2[CH:17]=[CH:16][C:15]([OH:18])=[CH:14][CH:13]=2)[N:3]=1. (2) Given the reactants [CH2:1]([C:3]1([CH2:18][CH:19]=[O:20])[C:8]2[NH:9][C:10]3[C:15]([C:7]=2[CH2:6][CH2:5][O:4]1)=[CH:14][CH:13]=[CH:12][C:11]=3[CH2:16][CH3:17])[CH3:2].[CH3:21][Mg]Cl, predict the reaction product. The product is: [CH2:1]([C:3]1([CH2:18][CH:19]([OH:20])[CH3:21])[C:8]2[NH:9][C:10]3[C:15]([C:7]=2[CH2:6][CH2:5][O:4]1)=[CH:14][CH:13]=[CH:12][C:11]=3[CH2:16][CH3:17])[CH3:2].